From a dataset of Reaction yield outcomes from USPTO patents with 853,638 reactions. Predict the reaction yield, written as a fraction of the theoretical maximum amount of product (1.0 means a 100% yield; for example, 0.34 means a 34% yield). The reactants are CS(O[CH2:6][CH:7]([OH:23])[CH2:8][CH:9]1[C:18]2[CH:17]=[CH:16][S:15][C:14]=2[CH2:13][CH2:12][C:11]2[CH:19]=[CH:20][CH:21]=[CH:22][C:10]1=2)(=O)=O.[N-:24]=[N+:25]=[N-:26].[Na+]. The catalyst is CN(C=O)C.[Cl-].[Na+].O. The product is [N:24]([CH2:6][CH:7]([OH:23])[CH2:8][CH:9]1[C:18]2[CH:17]=[CH:16][S:15][C:14]=2[CH2:13][CH2:12][C:11]2[CH:19]=[CH:20][CH:21]=[CH:22][C:10]1=2)=[N+:25]=[N-:26]. The yield is 0.0800.